From a dataset of Reaction yield outcomes from USPTO patents with 853,638 reactions. Predict the reaction yield, written as a fraction of the theoretical maximum amount of product (1.0 means a 100% yield; for example, 0.34 means a 34% yield). (1) The reactants are [C:1](=O)([O-])[O-].[K+].[K+].[CH2:7]([O:9][CH2:10][O:11][C:12]1[CH:17]=[C:16]([O:18][CH2:19][O:20][CH2:21][CH3:22])[CH:15]=[CH:14][C:13]=1[OH:23])[CH3:8].CI. The catalyst is CN(C)C=O. The product is [CH2:7]([O:9][CH2:10][O:11][C:12]1[CH:17]=[C:16]([O:18][CH2:19][O:20][CH2:21][CH3:22])[CH:15]=[CH:14][C:13]=1[O:23][CH3:1])[CH3:8]. The yield is 0.910. (2) The reactants are C(Cl)(=O)C(Cl)=O.CS(C)=O.[Cl:11][C:12]1[CH:13]=[CH:14][C:15]([C:22]2[C:23]([CH3:29])=[N:24][O:25][C:26]=2[CH2:27][OH:28])=[C:16]([CH:21]=1)[C:17]([O:19][CH3:20])=[O:18].CCN(CC)CC. The catalyst is C(Cl)Cl.O. The product is [Cl:11][C:12]1[CH:13]=[CH:14][C:15]([C:22]2[C:23]([CH3:29])=[N:24][O:25][C:26]=2[CH:27]=[O:28])=[C:16]([CH:21]=1)[C:17]([O:19][CH3:20])=[O:18]. The yield is 0.940. (3) The reactants are [O:1]=[C:2]1[NH:11][CH2:10][C@@H:9]2[C@H:4]([CH2:5][CH2:6][CH2:7][CH2:8]2)[N:3]1[CH:12]1[CH2:17][CH2:16][N:15]([CH:18]2[CH2:23][CH2:22][N:21](C(OC(C)(C)C)=O)[CH2:20][CH2:19]2)[CH2:14][CH2:13]1. The catalyst is Cl.O1CCOCC1. The product is [NH:21]1[CH2:22][CH2:23][CH:18]([N:15]2[CH2:14][CH2:13][CH:12]([N:3]3[C@@H:4]4[C@H:9]([CH2:8][CH2:7][CH2:6][CH2:5]4)[CH2:10][NH:11][C:2]3=[O:1])[CH2:17][CH2:16]2)[CH2:19][CH2:20]1. The yield is 0.990. (4) The reactants are [CH:1]1([CH2:4][O:5][C:6]2[CH:7]=[CH:8][C:9]3[O:13][C:12]([CH:14]([NH:18][C:19]4[CH:20]=[CH:21][C:22]([C:25]([N:27]([CH3:35])[CH2:28][CH2:29][C:30]([O:32]CC)=[O:31])=[O:26])=[N:23][CH:24]=4)[CH:15]([CH3:17])[CH3:16])=[C:11]([CH3:36])[C:10]=3[CH:37]=2)[CH2:3][CH2:2]1. The catalyst is C(O)C.O1CCCC1.[OH-].[Na+]. The product is [CH:1]1([CH2:4][O:5][C:6]2[CH:7]=[CH:8][C:9]3[O:13][C:12]([CH:14]([NH:18][C:19]4[CH:20]=[CH:21][C:22]([C:25]([N:27]([CH3:35])[CH2:28][CH2:29][C:30]([OH:32])=[O:31])=[O:26])=[N:23][CH:24]=4)[CH:15]([CH3:17])[CH3:16])=[C:11]([CH3:36])[C:10]=3[CH:37]=2)[CH2:2][CH2:3]1. The yield is 0.900.